From a dataset of Forward reaction prediction with 1.9M reactions from USPTO patents (1976-2016). Predict the product of the given reaction. (1) The product is: [C:12]([O:16][C:17]([N:19]1[CH2:20][CH:21]=[C:22]([C:6]2[CH:7]=[CH:8][C:3]([O:2][CH3:1])=[CH:4][CH:5]=2)[CH2:23][CH2:24]1)=[O:18])([CH3:15])([CH3:13])[CH3:14]. Given the reactants [CH3:1][O:2][C:3]1[CH:8]=[CH:7][C:6](B(O)O)=[CH:5][CH:4]=1.[C:12]([O:16][C:17]([N:19]1[CH2:24][CH:23]=[C:22](OS(C(F)(F)F)(=O)=O)[CH2:21][CH2:20]1)=[O:18])([CH3:15])([CH3:14])[CH3:13], predict the reaction product. (2) Given the reactants Cl.[NH2:2][CH2:3][C:4]1[CH:9]=[CH:8][C:7]([S:10]([NH2:13])(=[O:12])=[O:11])=[CH:6][CH:5]=1.[Br:14][C:15]1[N:19]2[CH:20]=[C:21]([Br:25])[N:22]=[C:23](Br)[C:18]2=[N:17][CH:16]=1.CCN(C(C)C)C(C)C, predict the reaction product. The product is: [Br:14][C:15]1[N:19]2[CH:20]=[C:21]([Br:25])[N:22]=[C:23]([NH:2][CH2:3][C:4]3[CH:5]=[CH:6][C:7]([S:10]([NH2:13])(=[O:11])=[O:12])=[CH:8][CH:9]=3)[C:18]2=[N:17][CH:16]=1. (3) Given the reactants [CH2:1]([O:3][C:4](=[O:9])[CH2:5][CH:6]([NH2:8])[CH3:7])[CH3:2].[C:10]1(=O)[CH2:14][CH2:13][CH2:12][CH2:11]1.C([O-])(=O)C.[Na+].C(O[BH-](OC(=O)C)OC(=O)C)(=O)C.[Na+].C(=O)(O)[O-].[Na+], predict the reaction product. The product is: [CH2:1]([O:3][C:4](=[O:9])[CH2:5][CH:6]([NH:8][CH:10]1[CH2:14][CH2:13][CH2:12][CH2:11]1)[CH3:7])[CH3:2]. (4) Given the reactants [O:1]1[CH:5]=[CH:4][CH2:3][CH2:2]1.C([Li])(C)(C)C.CCCCC.CON(C)[C:19](=[O:51])[C@@H:20]([NH:28][C:29]([CH2:31][N:32]1[C:37]([C:38]2[CH:43]=[CH:42][CH:41]=[CH:40][CH:39]=2)=[CH:36][N:35]([C:44](=[O:46])[CH3:45])[CH:34]([CH:47]([CH3:49])[CH3:48])[C:33]1=[O:50])=[O:30])[CH2:21][C:22]1[CH:27]=[CH:26][CH:25]=[CH:24][CH:23]=1.[Cl-].[NH4+], predict the reaction product. The product is: [C:44]([N:35]1[CH:36]=[C:37]([C:38]2[CH:39]=[CH:40][CH:41]=[CH:42][CH:43]=2)[N:32]([CH2:31][C:29]([NH:28][C@@H:20]([CH2:21][C:22]2[CH:27]=[CH:26][CH:25]=[CH:24][CH:23]=2)[C:19]([C:2]2[O:1][CH2:5][CH2:4][CH:3]=2)=[O:51])=[O:30])[C:33](=[O:50])[CH:34]1[CH:47]([CH3:49])[CH3:48])(=[O:46])[CH3:45]. (5) Given the reactants [CH2:1]1[S:5][C@@H:4]([CH2:6][CH2:7][CH2:8][CH2:9][C:10](NCCCCCC(ON2C(=O)C(S([O-])(=O)=O)CC2=O)=O)=[O:11])[C@H:3]2[NH:32][C:33]([NH:35][C@@H:2]12)=[O:34].[Na+].C(=O)([O-])[O-:38].[Na+].[Na+], predict the reaction product. The product is: [OH:38][C:10]([CH2:9][CH2:8][CH2:7][CH2:6][C@H:4]1[C@@H:3]2[C@@H:2]([NH:35][C:33]([NH:32]2)=[O:34])[CH2:1][S:5]1)=[O:11]. (6) Given the reactants [Br:1][C:2]1[CH:3]=[CH:4][C:5](I)=[C:6]([CH:9]=1)[CH:7]=[O:8].[C:11]1([CH3:20])[CH:16]=[CH:15][CH:14]=[CH:13][C:12]=1B(O)O.[F-].[Cs+].O, predict the reaction product. The product is: [Br:1][C:2]1[CH:9]=[C:6]([CH:7]=[O:8])[C:5]([C:12]2[CH:13]=[CH:14][CH:15]=[CH:16][C:11]=2[CH3:20])=[CH:4][CH:3]=1.